Dataset: Reaction yield outcomes from USPTO patents with 853,638 reactions. Task: Predict the reaction yield, written as a fraction of the theoretical maximum amount of product (1.0 means a 100% yield; for example, 0.34 means a 34% yield). (1) The reactants are [F:1][C:2]1[CH:9]=[C:8](Br)[CH:7]=[CH:6][C:3]=1[C:4]#[N:5].C([Mg]Cl)(C)C.[Mg].ClC(C)C.CN(C)CCOCCN(C)C.C[O:33][B:34](OC)[O:35]C. The catalyst is O1CCCC1. The product is [F:1][C:2]1[CH:9]=[C:8]([B:34]([OH:35])[OH:33])[CH:7]=[CH:6][C:3]=1[C:4]#[N:5]. The yield is 0.480. (2) The reactants are [CH3:1][C:2]1[C:3]([N+:16]([O-:18])=[O:17])=[CH:4][C:5]([N+:13]([O-:15])=[O:14])=[C:6]([CH:12]=1)[C:7]([O:9][CH2:10][CH3:11])=[O:8].C[C:20]([N:22]([CH3:24])[CH3:23])=O. The catalyst is CN(C=O)C. The product is [CH3:20][N:22]([CH3:24])/[CH:23]=[CH:1]/[C:2]1[C:3]([N+:16]([O-:18])=[O:17])=[CH:4][C:5]([N+:13]([O-:15])=[O:14])=[C:6]([CH:12]=1)[C:7]([O:9][CH2:10][CH3:11])=[O:8]. The yield is 0.280. (3) The reactants are Cl.[O:2]1[CH2:7][CH2:6]OCC1.[CH3:8][O:9][C:10]([NH:12][C@@H:13]([CH:61]([CH3:63])[CH3:62])[C:14]([N:16]1[C@H:21]([C:22]2[NH:26][C:25]3[C:27]4[C:32]([CH:33]=[CH:34][C:24]=3[N:23]=2)=[CH:31][C:30]([C:35]2[CH:36]=[C:37]3[C:57](=[CH:58][CH:59]=2)[C:41]2[NH:42][C:43]([C@@H:45]5[CH2:49][CH2:48][CH2:47][N:46]5C(OC(C)(C)C)=O)=[N:44][C:40]=2[CH:39]=[CH:38]3)=[CH:29][CH:28]=4)[C@H:20]2[CH2:60][C@@H:17]1[CH2:18][CH2:19]2)=[O:15])=[O:11].COC(N[C@H]([C:73]1[CH:78]=[CH:77][CH:76]=[CH:75][CH:74]=1)C(O)=O)=O.CC[N:81](C(C)C)C(C)C.C[CH2:89][O:90][C:91](C(C#N)=NOC(N1CCOCC1)=[N+](C)C)=[O:92].F[P-](F)(F)(F)(F)F. The catalyst is C(Cl)Cl.CN(C=O)C.CO. The product is [CH3:8][O:9][C:10]([NH:12][C@@H:13]([CH:61]([CH3:62])[CH3:63])[C:14]([N:16]1[C@H:21]([C:22]2[NH:26][C:25]3[C:27]4[C:32]([CH:33]=[CH:34][C:24]=3[N:23]=2)=[CH:31][C:30]([C:35]2[CH:36]=[C:37]3[C:57](=[CH:58][CH:59]=2)[C:41]2[NH:42][C:43]([C@@H:45]5[CH2:49][CH2:48][CH2:47][N:46]5[C:7](=[O:2])[C@H:6]([NH:81][C:91](=[O:92])[O:90][CH3:89])[C:76]5[CH:75]=[CH:74][CH:73]=[CH:78][CH:77]=5)=[N:44][C:40]=2[CH:39]=[CH:38]3)=[CH:29][CH:28]=4)[C@H:20]2[CH2:60][C@@H:17]1[CH2:18][CH2:19]2)=[O:15])=[O:11]. The yield is 0.530. (4) The reactants are [CH3:1][C:2]1[C:10]([N+:11]([O-:13])=[O:12])=[CH:9][CH:8]=[CH:7][C:3]=1[C:4]([OH:6])=[O:5].[Br:14]N1C(C)(C)C(=O)N(Br)C1=O. The catalyst is OS(O)(=O)=O. The product is [Br:14][C:8]1[CH:9]=[C:10]([N+:11]([O-:13])=[O:12])[C:2]([CH3:1])=[C:3]([CH:7]=1)[C:4]([OH:6])=[O:5]. The yield is 1.00. (5) The reactants are [CH3:1][C:2]1[C:16](=[O:17])[N:15]=[C:14]2[N:4]([C@@H:5]3[O:9][C@H:8]([CH2:10][OH:11])[C@@H:7]([OH:12])[C@@H:6]3[O:13]2)[CH:3]=1.[CH3:18][O:19][CH2:20][CH2:21][O:22]B([O:22][CH2:21][CH2:20][O:19][CH3:18])[O:22][CH2:21][CH2:20][O:19][CH3:18]. The catalyst is COCCO. The product is [CH3:18][O:19][CH2:20][CH2:21][O:22][C@@H:6]1[C@H:7]([OH:12])[C@@H:8]([CH2:10][OH:11])[O:9][C@H:5]1[N:4]1[CH:3]=[C:2]([CH3:1])[C:16](=[O:17])[NH:15][C:14]1=[O:13]. The yield is 0.630. (6) The reactants are C(OC(C1(NC(OC(C)(C)C)=O)CC(O)C2C1C2C(OCC)=O)=O)C.FC1C=C(N=C=O)C=CC=1.C([O:38][C:39]([C:41]1([NH:63]C(OC(C)(C)C)=O)[CH2:46][CH:45]([O:47][C:48](=[O:57])[NH:49][C:50]2[CH:55]=[CH:54][CH:53]=[C:52]([F:56])[CH:51]=2)[CH:44]2[CH:42]1[CH:43]2[C:58]([O:60]CC)=[O:59])=[O:40])C. No catalyst specified. The product is [NH2:63][C:41]1([C:39]([OH:40])=[O:38])[CH2:46][CH:45]([O:47][C:48](=[O:57])[NH:49][C:50]2[CH:55]=[CH:54][CH:53]=[C:52]([F:56])[CH:51]=2)[CH:44]2[CH:42]1[CH:43]2[C:58]([OH:60])=[O:59]. The yield is 0.650. (7) The reactants are [F:1][B-:2]([F:5])([F:4])[F:3].[NH+]1C=CC=CC=1.[CH3:12][N:13]([CH3:19])/[CH:14]=[CH:15]/[C:16](=[O:18])[CH3:17].[CH3:20][N:21]([CH3:26])[CH:22]=[CH:23][CH:24]=O. The catalyst is C(OC(=O)C)(=O)C.C(O)(=O)C. The product is [F:1][B-:2]([F:5])([F:4])[F:3].[CH3:12][N:13]([CH3:19])[CH:14]=[C:15]([C:16](=[O:18])[CH3:17])[CH:24]=[CH:23][CH:22]=[N+:21]([CH3:26])[CH3:20]. The yield is 0.960. (8) The yield is 0.670. The reactants are Cl[C:2]1[CH:3]=[CH:4][C:5]2[O:14][CH2:13][CH2:12][C:11]3[CH:10]=[C:9]([C:15]4[N:16]([C:20]5[CH:25]=[CH:24][C:23]([F:26])=[CH:22][C:21]=5[F:27])[N:17]=[CH:18][N:19]=4)[S:8][C:7]=3[C:6]=2[N:28]=1.[CH3:29][C:30]1([CH3:37])[O:34][CH:33]([CH2:35][NH2:36])[CH2:32][O:31]1.CC(C1C=C(C(C)C)C(C2C=CC=CC=2P(C2CCCCC2)C2CCCCC2)=C(C(C)C)C=1)C.C(O[Na])(C)(C)C. The catalyst is C1C=CC(/C=C/C(/C=C/C2C=CC=CC=2)=O)=CC=1.C1C=CC(/C=C/C(/C=C/C2C=CC=CC=2)=O)=CC=1.C1C=CC(/C=C/C(/C=C/C2C=CC=CC=2)=O)=CC=1.[Pd].[Pd].C(Cl)Cl.O1CCOCC1. The product is [F:27][C:21]1[CH:22]=[C:23]([F:26])[CH:24]=[CH:25][C:20]=1[N:16]1[C:15]([C:9]2[S:8][C:7]3[C:6]4[N:28]=[C:2]([NH:36][CH2:35][CH:33]5[CH2:32][O:31][C:30]([CH3:37])([CH3:29])[O:34]5)[CH:3]=[CH:4][C:5]=4[O:14][CH2:13][CH2:12][C:11]=3[CH:10]=2)=[N:19][CH:18]=[N:17]1. (9) The reactants are C(O[C:4]([C:6]1[CH:11]=[CH:10][C:9]([CH2:12][CH2:13][N:14]=[N+:15]=[N-:16])=[CH:8][CH:7]=1)=[NH:5])C.CO[CH:19](OC)[CH2:20][NH2:21].CC(O)=O.C([O-])([O-])=O.[K+].[K+]. The catalyst is CCO.CCOC(C)=O.O. The product is [N:14]([CH2:13][CH2:12][C:9]1[CH:8]=[CH:7][C:6]([C:4]2[NH:5][CH:19]=[CH:20][N:21]=2)=[CH:11][CH:10]=1)=[N+:15]=[N-:16]. The yield is 0.290.